Dataset: Human liver microsome stability data. Task: Regression/Classification. Given a drug SMILES string, predict its absorption, distribution, metabolism, or excretion properties. Task type varies by dataset: regression for continuous measurements (e.g., permeability, clearance, half-life) or binary classification for categorical outcomes (e.g., BBB penetration, CYP inhibition). Dataset: hlm. (1) The molecule is CCc1ncc(-c2ncc(OC)c3c(C(=O)C(=O)N4CCN(C(=O)c5ccccc5)CC4)c[nH]c23)s1. The result is 1 (stable in human liver microsomes). (2) The molecule is CC(C)(C)c1ccc(C(=O)Nc2ccc(C(F)(F)F)cc2)cc1. The result is 1 (stable in human liver microsomes). (3) The compound is COc1cnc(O[C@@H]2C[C@@H](C(=O)N[C@]3(C(=O)NS(=O)(=O)C4CC4)C[C@H]3C3CC3)N(C(=O)[C@@H](NC(=O)OC(C)(C)C)C(C)(C)C)C2)c2cc(Cl)ccc12. The result is 0 (unstable in human liver microsomes). (4) The molecule is CC(=NC1CCN(C)CC1)Nc1ccnc2cc(Cl)ccc12. The result is 0 (unstable in human liver microsomes). (5) The drug is CC(C)(CS(=O)(=O)c1ccc(-c2ccc(F)cc2F)cc1)C(=O)N[C@H](C#N)CC(N)=O. The result is 0 (unstable in human liver microsomes).